This data is from Forward reaction prediction with 1.9M reactions from USPTO patents (1976-2016). The task is: Predict the product of the given reaction. Given the reactants C[O:2][C:3](=[O:17])[C:4]1[CH:9]=[C:8]([O:10][C:11]([F:14])([F:13])[F:12])[CH:7]=[C:6]([Cl:15])[C:5]=1[NH2:16].NC1C(Cl)=C(C=O)C(C(F)(F)F)=CC=1C(O)=O.[OH-].[Na+], predict the reaction product. The product is: [NH2:16][C:5]1[C:6]([Cl:15])=[CH:7][C:8]([O:10][C:11]([F:14])([F:12])[F:13])=[CH:9][C:4]=1[C:3]([OH:17])=[O:2].